From a dataset of Forward reaction prediction with 1.9M reactions from USPTO patents (1976-2016). Predict the product of the given reaction. (1) The product is: [Br:1][C:2]1[CH:7]=[CH:6][C:5]([O:8][CH:10]([C:14]2[CH:24]=[CH:23][C:17]([C:18]([O:20][CH2:21][CH3:22])=[O:19])=[CH:16][CH:15]=2)[CH2:11][CH2:12][CH3:13])=[CH:4][CH:3]=1. Given the reactants [Br:1][C:2]1[CH:7]=[CH:6][C:5]([OH:8])=[CH:4][CH:3]=1.O[CH:10]([C:14]1[CH:24]=[CH:23][C:17]([C:18]([O:20][CH2:21][CH3:22])=[O:19])=[CH:16][CH:15]=1)[CH2:11][CH2:12][CH3:13].C1(P(C2C=CC=CC=2)C2C=CC=CC=2)C=CC=CC=1.CC(OC(/N=N/C(OC(C)C)=O)=O)C, predict the reaction product. (2) Given the reactants [Cl:1][C:2]1[C:14]([Cl:15])=[C:13]([CH2:16][CH2:17][C:18]([C:20]2[S:21][C:22]([C:25]3[CH:30]=[CH:29][C:28]([S:31][CH3:32])=[CH:27][CH:26]=3)=[CH:23][CH:24]=2)=[O:19])[CH:12]=[CH:11][C:3]=1[O:4][C:5]([CH3:10])([CH3:9])[C:6]([O-:8])=[O:7].FC(F)(F)C(O)=O, predict the reaction product. The product is: [Cl:1][C:2]1[C:14]([Cl:15])=[C:13]([CH2:16][CH2:17][C:18]([C:20]2[S:21][C:22]([C:25]3[CH:26]=[CH:27][C:28]([S:31][CH3:32])=[CH:29][CH:30]=3)=[CH:23][CH:24]=2)=[O:19])[CH:12]=[CH:11][C:3]=1[O:4][C:5]([CH3:10])([CH3:9])[C:6]([OH:8])=[O:7]. (3) Given the reactants [OH:1][C:2]1([C:11]#[C:12][C:13]2[CH:22]=[CH:21][CH:20]=[CH:19][C:14]=2[C:15]([O:17]C)=[O:16])[CH:7]([CH3:8])[CH2:6][CH2:5][CH2:4][C:3]1([CH3:10])[CH3:9].O.[OH-].[Na+].Cl, predict the reaction product. The product is: [OH:1][C:2]1([C:11]#[C:12][C:13]2[CH:22]=[CH:21][CH:20]=[CH:19][C:14]=2[C:15]([OH:17])=[O:16])[CH:7]([CH3:8])[CH2:6][CH2:5][CH2:4][C:3]1([CH3:9])[CH3:10]. (4) Given the reactants [CH2:1]([O:3][C:4]([C:6]1[CH:7]=[C:8]2[N:13]([C:14]=1[C:15]1[CH:16]=[N:17][C:18]([O:21][CH3:22])=[CH:19][CH:20]=1)[CH:12]=[CH:11][C:10]([CH2:23][N:24]=[N+:25]=[N-:26])=[CH:9]2)=[O:5])[CH3:2].[F:27][C:28]([F:36])([F:35])[C:29]([OH:34])([CH2:32][CH3:33])[C:30]#[CH:31], predict the reaction product. The product is: [CH2:1]([O:3][C:4]([C:6]1[CH:7]=[C:8]2[N:13]([C:14]=1[C:15]1[CH:16]=[N:17][C:18]([O:21][CH3:22])=[CH:19][CH:20]=1)[CH:12]=[CH:11][C:10]([CH2:23][N:24]1[CH:31]=[C:30]([C:29]([OH:34])([C:28]([F:36])([F:35])[F:27])[CH2:32][CH3:33])[N:26]=[N:25]1)=[CH:9]2)=[O:5])[CH3:2]. (5) Given the reactants [Cl:1][C:2]1[CH:3]=[CH:4][C:5]([N:20]2[CH:24]=[CH:23][N:22]=[C:21]2[CH:25]([OH:32])[CH2:26][CH:27]2[O:31][CH2:30][CH2:29][O:28]2)=[C:6]([C:8]([C:10]2[CH:15]=[CH:14][CH:13]=[C:12]([O:16][CH3:17])[C:11]=2[O:18][CH3:19])=O)[CH:7]=1.[BH4-].[Na+].C(OCC)(=O)C.O, predict the reaction product. The product is: [Cl:1][C:2]1[CH:3]=[CH:4][C:5]2[N:20]3[CH:24]=[CH:23][N:22]=[C:21]3[CH:25]([CH2:26][CH:27]3[O:31][CH2:30][CH2:29][O:28]3)[O:32][CH:8]([C:10]3[CH:15]=[CH:14][CH:13]=[C:12]([O:16][CH3:17])[C:11]=3[O:18][CH3:19])[C:6]=2[CH:7]=1. (6) Given the reactants [Br:1][C:2]1[CH:3]=[C:4]([N:8]2[CH2:14][CH2:13][CH2:12][N:11]([C:15]([O:17][C:18]([CH3:21])([CH3:20])[CH3:19])=[O:16])[CH2:10][CH2:9]2)[CH:5]=[N:6][CH:7]=1.[Cl:22]N1C(C)(C)C(=O)N(Cl)C1=O, predict the reaction product. The product is: [Br:1][C:2]1[CH:3]=[C:4]([N:8]2[CH2:14][CH2:13][CH2:12][N:11]([C:15]([O:17][C:18]([CH3:21])([CH3:20])[CH3:19])=[O:16])[CH2:10][CH2:9]2)[CH:5]=[N:6][C:7]=1[Cl:22]. (7) Given the reactants [F:1][C:2]([F:15])([F:14])[C:3]1[CH:12]=[C:11]2[C:6]([CH:7]=[CH:8][NH:9][C:10]2=[O:13])=[CH:5][CH:4]=1.Br[C:17]1[CH:18]=[N:19][CH:20]=[CH:21][CH:22]=1.OC1C=CC=C2C=1N=CC=C2.C(=O)([O-])[O-].[K+].[K+], predict the reaction product. The product is: [N:19]1[CH:20]=[CH:21][CH:22]=[C:17]([N:9]2[CH:8]=[CH:7][C:6]3[C:11](=[CH:12][C:3]([C:2]([F:1])([F:14])[F:15])=[CH:4][CH:5]=3)[C:10]2=[O:13])[CH:18]=1.